Binary Classification. Given a drug SMILES string, predict its activity (active/inactive) in a high-throughput screening assay against a specified biological target. From a dataset of Tyrosyl-DNA phosphodiesterase HTS with 341,365 compounds. (1) The molecule is O=C(Nc1cc([N+]([O-])=O)ccc1)C1C2C1C=CCCCC2. The result is 0 (inactive). (2) The molecule is Clc1c(n2nc(NC(=O)NN3CCOCC3)cc2C)c(Cl)cc(Cl)c1. The result is 0 (inactive). (3) The compound is O=C(NCc1nc2n(c1)cccc2C)c1cc(ccc1)C. The result is 0 (inactive). (4) The drug is s1c(nn2c1nc(cc2=O)COC(=O)c1ccc(NC(=O)c2c(cccc2)C)cc1)CCCC. The result is 0 (inactive). (5) The compound is O1Cc2c(n(nc2)CC(=O)Nc2c(N3CCN(CC3)C)cccc2)c2c1ccc(c2)C. The result is 0 (inactive). (6) The molecule is OC(=O)c1ccc(n2c(ccc2)/C=C(/C#N)C#N)cc1. The result is 1 (active). (7) The drug is O(c1c(cc2c(c1)cccc2)C(=O)Nc1ncc(cc1)C)C. The result is 0 (inactive).